From a dataset of Full USPTO retrosynthesis dataset with 1.9M reactions from patents (1976-2016). Predict the reactants needed to synthesize the given product. (1) Given the product [Cl:38][CH2:39][C:40]([N:4]1[CH2:5][CH2:6][N:1]([C:7]2[CH:28]=[CH:27][C:10]([NH:11][C:12]3[N:17]=[C:16]([C:18]4[N:22]([CH:23]([CH3:25])[CH3:24])[C:21]([CH3:26])=[N:20][CH:19]=4)[CH:15]=[CH:14][N:13]=3)=[CH:9][CH:8]=2)[CH2:2][CH2:3]1)=[O:41], predict the reactants needed to synthesize it. The reactants are: [N:1]1([C:7]2[CH:28]=[CH:27][C:10]([NH:11][C:12]3[N:17]=[C:16]([C:18]4[N:22]([CH:23]([CH3:25])[CH3:24])[C:21]([CH3:26])=[N:20][CH:19]=4)[CH:15]=[CH:14][N:13]=3)=[CH:9][CH:8]=2)[CH2:6][CH2:5][NH:4][CH2:3][CH2:2]1.C(N(C(C)C)CC)(C)C.[Cl:38][CH2:39][C:40](Cl)=[O:41]. (2) Given the product [O:1]1[CH:5]=[CH:4][C:3]([C:6]2[C:15]([N:16]3[CH2:20][CH2:19][CH2:18][C@@H:17]3[CH3:21])=[N:14][C:13]3[C:8](=[CH:9][CH:10]=[C:11]([C:22]([OH:24])=[O:23])[CH:12]=3)[N:7]=2)=[CH:2]1, predict the reactants needed to synthesize it. The reactants are: [O:1]1[CH:5]=[CH:4][C:3]([C:6]2[C:15]([N:16]3[CH2:20][CH2:19][CH2:18][C@@H:17]3[CH3:21])=[N:14][C:13]3[C:8](=[CH:9][CH:10]=[C:11]([C:22]([O:24]C)=[O:23])[CH:12]=3)[N:7]=2)=[CH:2]1.[OH-].[Na+]. (3) Given the product [S:1]1[C:5]2[CH2:6][CH2:7][CH2:8][C:4]=2[N:3]=[C:2]1[C:9]1[C:13]([C:14]([NH:31][CH:28]2[CH2:29][CH2:30][O:25][CH2:26][CH2:27]2)=[O:15])=[CH:12][N:11]([CH2:17][O:18][CH2:19][CH2:20][Si:21]([CH3:23])([CH3:24])[CH3:22])[N:10]=1, predict the reactants needed to synthesize it. The reactants are: [S:1]1[C:5]2[CH2:6][CH2:7][CH2:8][C:4]=2[N:3]=[C:2]1[C:9]1[C:13]([C:14](O)=[O:15])=[CH:12][N:11]([CH2:17][O:18][CH2:19][CH2:20][Si:21]([CH3:24])([CH3:23])[CH3:22])[N:10]=1.[O:25]1[CH2:30][CH2:29][CH:28]([NH2:31])[CH2:27][CH2:26]1.CN(C(ON1N=NC2C=CC=NC1=2)=[N+](C)C)C.F[P-](F)(F)(F)(F)F.CCN(C(C)C)C(C)C. (4) Given the product [I:41][C@@H:3]1[C@@H:4]([OH:5])[C@H:6]([OH:7])[C@H:8]2[CH2:9][O:10][C@@H:2]1[O:1]2, predict the reactants needed to synthesize it. The reactants are: [O:1]1[C@H:8]([CH2:9][OH:10])[C@@H:6]([OH:7])[C@H:4]([OH:5])[CH:3]=[CH:2]1.CCCC[Sn](O[Sn](CCCC)(CCCC)CCCC)(CCCC)CCCC.C(#N)C.[I:41]I. (5) Given the product [CH3:92][O:91][C:87]1[CH:86]=[C:85]([NH:84][C:73]2[C:72]3[C:77](=[C:78]([CH3:80])[CH:79]=[C:70]([S:67]([C:63]4[CH:64]=[CH:65][CH:66]=[C:61]([C:59](=[O:60])[NH:58][C:55]5[CH:56]=[CH:57][C:52]([C:51]#[C:50][CH2:49][CH2:48][CH2:47][CH:46]=[O:45])=[CH:53][CH:54]=5)[CH:62]=4)(=[O:69])=[O:68])[CH:71]=3)[N:76]=[CH:75][C:74]=2[C:81]([NH2:83])=[O:82])[CH:90]=[CH:89][CH:88]=1, predict the reactants needed to synthesize it. The reactants are: COC1C=C(NC2C3C(=C(C)C=C(S(C4C=CC=C(C(=O)NCCCCCCCC=O)C=4)(=O)=O)C=3)N=CC=2C(N)=O)C=CC=1.[OH:45][CH2:46][CH2:47][CH2:48][CH2:49][C:50]#[C:51][C:52]1[CH:57]=[CH:56][C:55]([NH:58][C:59]([C:61]2[CH:62]=[C:63]([S:67]([C:70]3[CH:71]=[C:72]4[C:77](=[C:78]([CH3:80])[CH:79]=3)[N:76]=[CH:75][C:74]([C:81]([NH2:83])=[O:82])=[C:73]4[NH:84][C:85]3[CH:90]=[CH:89][CH:88]=[C:87]([O:91][CH3:92])[CH:86]=3)(=[O:69])=[O:68])[CH:64]=[CH:65][CH:66]=2)=[O:60])=[CH:54][CH:53]=1.